Task: Regression/Classification. Given a drug SMILES string, predict its absorption, distribution, metabolism, or excretion properties. Task type varies by dataset: regression for continuous measurements (e.g., permeability, clearance, half-life) or binary classification for categorical outcomes (e.g., BBB penetration, CYP inhibition). Dataset: rlm.. Dataset: Rat liver microsome stability data (1) The compound is Cc1cc(C=C2C(=O)Nc3ccccc32)cc(C)c1O. The result is 1 (stable in rat liver microsomes). (2) The molecule is O=C1c2ccccc2C2=Nc3ccccc3SC(c3ccccc3F)C12. The result is 1 (stable in rat liver microsomes). (3) The drug is Cc1cc(NCC(=O)NC(c2ccccc2Cl)c2cc(Cl)c3cccnc3c2O)ccc1Cl. The result is 1 (stable in rat liver microsomes). (4) The molecule is O=C(N[C@H](Cc1c[nH]c2ccccc12)C(=O)Nc1ccncc1)c1ccc(-c2ccc(F)c(F)c2)cc1F. The result is 1 (stable in rat liver microsomes). (5) The drug is Cc1c2c(n3c1CCC(C)NCCNc1cc-3ccc1C(N)=O)CC(C)(C)CC2=O. The result is 1 (stable in rat liver microsomes). (6) The compound is Cc1nn2c(c1-c1ccccc1-c1ccccc1)N(CC1CC1)CCC2. The result is 1 (stable in rat liver microsomes). (7) The drug is CC(C=CC(=O)NO)=C[C@@H](C)C(=O)c1ccc(N(C)C)cc1. The result is 1 (stable in rat liver microsomes).